This data is from Forward reaction prediction with 1.9M reactions from USPTO patents (1976-2016). The task is: Predict the product of the given reaction. (1) Given the reactants N1C=CC=CC=1.[OH:7][N:8]1[C:12](=[O:13])[C:11]2=[CH:14][CH:15]=[CH:16][CH:17]=[C:10]2[C:9]1=[O:18].[Cl:19][C:20]1[CH:25]=[CH:24][C:23](B(O)O)=[CH:22][CH:21]=1, predict the reaction product. The product is: [Cl:19][C:20]1[CH:25]=[CH:24][C:23]([O:7][N:8]2[C:9](=[O:18])[C:10]3=[CH:17][CH:16]=[CH:15][CH:14]=[C:11]3[C:12]2=[O:13])=[CH:22][CH:21]=1. (2) Given the reactants [Cl:1][C:2]1[CH:7]=[CH:6][C:5]([N+:8]([O-])=O)=[CH:4][C:3]=1[C:11]([CH3:13])=[CH2:12], predict the reaction product. The product is: [Cl:1][C:2]1[CH:7]=[CH:6][C:5]([NH2:8])=[CH:4][C:3]=1[CH:11]([CH3:13])[CH3:12]. (3) Given the reactants [Cl:1][C:2]1[C:11]2[C:10]([S:12](Cl)(=[O:14])=[O:13])=[CH:9][CH:8]=[CH:7][C:6]=2[CH:5]=[N:4][CH:3]=1.[C:16]([O:20][C:21]([NH:23][CH:24]1[CH2:29][CH2:28][CH2:27][NH:26][CH2:25]1)=[O:22])([CH3:19])([CH3:18])[CH3:17], predict the reaction product. The product is: [C:16]([O:20][C:21]([NH:23][CH:24]1[CH2:29][CH2:28][CH2:27][N:26]([S:12]([C:10]2[C:11]3[C:2]([Cl:1])=[CH:3][N:4]=[CH:5][C:6]=3[CH:7]=[CH:8][CH:9]=2)(=[O:14])=[O:13])[CH2:25]1)=[O:22])([CH3:19])([CH3:17])[CH3:18].[NH2:23][CH:24]1[CH2:29][CH2:28][CH2:27][N:26]([S:12]([C:10]2[C:11]3[C:2]([Cl:1])=[CH:3][N:4]=[CH:5][C:6]=3[CH:7]=[CH:8][CH:9]=2)(=[O:14])=[O:13])[CH2:25]1.[ClH:1]. (4) Given the reactants Br[C:2]1[CH:7]=[CH:6][C:5]([C:8]2([C:11]([NH:13][S:14]([CH3:17])(=[O:16])=[O:15])=[O:12])[CH2:10][CH2:9]2)=[CH:4][CH:3]=1.[B:18]1([B:18]2[O:22][C:21]([CH3:24])([CH3:23])[C:20]([CH3:26])([CH3:25])[O:19]2)[O:22][C:21]([CH3:24])([CH3:23])[C:20]([CH3:26])([CH3:25])[O:19]1, predict the reaction product. The product is: [CH3:25][C:20]1([CH3:26])[C:21]([CH3:24])([CH3:23])[O:22][B:18]([C:2]2[CH:7]=[CH:6][C:5]([C:8]3([C:11]([NH:13][S:14]([CH3:17])(=[O:16])=[O:15])=[O:12])[CH2:10][CH2:9]3)=[CH:4][CH:3]=2)[O:19]1. (5) Given the reactants S(=O)(=O)(O)O.[F:6][C:7]1[CH:8]=[CH:9][C:10]([CH3:14])=[C:11](N)[CH:12]=1.N([O-])=[O:16].[Na+].NC(N)=O.S([O-])([O-])(=O)=O.[Na+].[Na+], predict the reaction product. The product is: [F:6][C:7]1[CH:8]=[CH:9][C:10]([CH3:14])=[C:11]([OH:16])[CH:12]=1. (6) Given the reactants Cl[C:2]1[S:6][N:5]=[C:4]([S:7][CH2:8][C:9]2[CH:14]=[CH:13][CH:12]=[CH:11][CH:10]=2)[N:3]=1.[O:15]1[CH:19]=[CH:18][C:17]([CH2:20][OH:21])=[CH:16]1.[H-].[Na+].[Cl-].[Na+], predict the reaction product. The product is: [O:15]1[CH:19]=[CH:18][C:17]([CH2:20][O:21][C:2]2[S:6][N:5]=[C:4]([S:7][CH2:8][C:9]3[CH:14]=[CH:13][CH:12]=[CH:11][CH:10]=3)[N:3]=2)=[CH:16]1. (7) Given the reactants [OH:1][CH:2](CO)[CH2:3][C:4]1[C:5]([O:16][CH3:17])=[CH:6][C:7]2[CH2:12][O:11][C:10](=[O:13])[N:9]([CH3:14])[C:8]=2[CH:15]=1.O.I([O-])(=O)(=O)=O.[Na+], predict the reaction product. The product is: [CH3:17][O:16][C:5]1[C:4]([CH2:3][CH:2]=[O:1])=[CH:15][C:8]2[N:9]([CH3:14])[C:10](=[O:13])[O:11][CH2:12][C:7]=2[CH:6]=1. (8) Given the reactants [CH3:1][CH2:2][C:3]([O-])(C)[CH3:4].[K+].O.[CH3:9][CH2:10][CH2:11][CH2:12][CH2:13][CH3:14], predict the reaction product. The product is: [CH:11]1[C:10]2[C:1](=[CH:2][CH:3]=[CH:4][CH:9]=2)[CH:14]=[CH:13][CH:12]=1. (9) Given the reactants [H-].[Na+].[CH3:3][O:4][C:5]1[CH:14]=[CH:13][CH:12]=[CH:11][C:6]=1[CH:7]=[CH:8][CH:9]=O.O.[CH2:16](OCC)C, predict the reaction product. The product is: [CH:7](/[C:6]1[CH:11]=[CH:12][CH:13]=[CH:14][C:5]=1[O:4][CH3:3])=[CH:8]\[CH:9]=[CH2:16].